Dataset: Reaction yield outcomes from USPTO patents with 853,638 reactions. Task: Predict the reaction yield, written as a fraction of the theoretical maximum amount of product (1.0 means a 100% yield; for example, 0.34 means a 34% yield). (1) The reactants are [OH:1][C:2]1[C:11]([OH:12])=[CH:10][CH:9]=[CH:8][C:3]=1[C:4]([O:6][CH3:7])=[O:5].N1C=CC=CC=1.CN(C1C=CC=CN=1)C.[F:28][C:29]([F:42])([F:41])[S:30](O[S:30]([C:29]([F:42])([F:41])[F:28])(=[O:32])=[O:31])(=[O:32])=[O:31]. The catalyst is ClCCl.CO. The product is [CH3:7][O:6][C:4](=[O:5])[C:3]1[CH:8]=[CH:9][CH:10]=[C:11]([O:12][S:30]([C:29]([F:42])([F:41])[F:28])(=[O:32])=[O:31])[C:2]=1[OH:1]. The yield is 0.370. (2) The reactants are [Cl:1][C:2]1[N:3]=[C:4]([NH:15][CH3:16])[C:5]2[N:11]=[C:10](Cl)[N:9]=[C:8]([NH:13][CH3:14])[C:6]=2[N:7]=1.[CH2:17]([NH2:21])[CH:18]([CH3:20])[CH3:19].C([O-])(O)=O.[Na+]. The catalyst is C(O)CCC. The product is [ClH:1].[CH2:17]([NH:21][C:2]1[N:3]=[C:4]([NH:15][CH3:16])[C:5]2[N:11]=[C:10]([NH:21][CH2:17][CH:18]([CH3:20])[CH3:19])[N:9]=[C:8]([NH:13][CH3:14])[C:6]=2[N:7]=1)[CH:18]([CH3:20])[CH3:19]. The yield is 0.400.